Dataset: Reaction yield outcomes from USPTO patents with 853,638 reactions. Task: Predict the reaction yield, written as a fraction of the theoretical maximum amount of product (1.0 means a 100% yield; for example, 0.34 means a 34% yield). (1) The reactants are [CH3:1][O:2][C:3]([C:5]([C:7]1[CH:12]=[CH:11][CH:10]=[CH:9][CH:8]=1)=[O:6])=[O:4].C=C[C@@H]1[C@@H]2C[C@@H]([C@H](O)C3C4C(=CC=CC=4)N=CC=3)N(CC2)C1. The catalyst is [Ir].C1(C)C=CC=CC=1. The product is [C:3]([O:2][CH3:1])(=[O:4])[C@@H:5]([C:7]1[CH:12]=[CH:11][CH:10]=[CH:9][CH:8]=1)[OH:6]. The yield is 0.875. (2) The reactants are C([O:5][C:6]([C:8]1[NH:9][C:10]([CH3:19])=[C:11]([C:14]([O:16][CH2:17][CH3:18])=[O:15])[C:12]=1[CH3:13])=O)(C)(C)C.C(OCC)(OCC)OCC. The catalyst is FC(F)(F)C(O)=O. The product is [CH3:19][C:10]1[NH:9][C:8]([CH:6]=[O:5])=[C:12]([CH3:13])[C:11]=1[C:14]([O:16][CH2:17][CH3:18])=[O:15]. The yield is 0.640. (3) The reactants are [N:1]([CH:4]1[C:14]2[C:9](=[N:10][CH:11]=[CH:12][CH:13]=2)[CH2:8][CH2:7][C:6]2[CH:15]=[CH:16][CH:17]=[CH:18][C:5]1=2)=[C:2]=[S:3].[Cl:19][C:20]1[CH:21]=[C:22]([C:28]([OH:30])=[O:29])[CH:23]=[N:24][C:25]=1[NH:26][NH2:27]. The catalyst is CC(N(C)C)=O. The product is [Cl:19][C:20]1[CH:21]=[C:22]([C:28]([OH:30])=[O:29])[CH:23]=[N:24][C:25]=1[NH:26][NH:27][C:2]([NH:1][CH:4]1[C:14]2[C:9](=[N:10][CH:11]=[CH:12][CH:13]=2)[CH2:8][CH2:7][C:6]2[CH:15]=[CH:16][CH:17]=[CH:18][C:5]1=2)=[S:3]. The yield is 0.960. (4) The reactants are [F:1][C:2]1[CH:7]=[C:6](B2OC(C)(C)C(C)(C)O2)[CH:5]=[CH:4][C:3]=1[C:17]([N:19]1[CH2:23][CH2:22][CH2:21][C@H:20]1[CH2:24][N:25]1[CH2:29][CH2:28][CH2:27][C@H:26]1[CH3:30])=[O:18].Br[C:32]1[S:33][C:34]([S:37]([CH3:40])(=[O:39])=[O:38])=[CH:35][CH:36]=1. No catalyst specified. The product is [F:1][C:2]1[CH:7]=[C:6]([C:32]2[S:33][C:34]([S:37]([CH3:40])(=[O:39])=[O:38])=[CH:35][CH:36]=2)[CH:5]=[CH:4][C:3]=1[C:17]([N:19]1[CH2:23][CH2:22][CH2:21][C@H:20]1[CH2:24][N:25]1[CH2:29][CH2:28][CH2:27][C@H:26]1[CH3:30])=[O:18]. The yield is 0.780. (5) The reactants are [CH:1]1[C:9]2[C:8]3[CH:10]=[CH:11][CH:12]=[CH:13][C:7]=3[O:6][C:5]=2[C:4]([NH:14]C(=O)C)=[CH:3][CH:2]=1.Cl.C(=O)([O-])[O-].[Na+].[Na+]. The catalyst is CO. The product is [CH:1]1[C:9]2[C:8]3[CH:10]=[CH:11][CH:12]=[CH:13][C:7]=3[O:6][C:5]=2[C:4]([NH2:14])=[CH:3][CH:2]=1. The yield is 0.920. (6) The reactants are [CH2:1]1[CH2:5][C:4]2([CH2:12][C:10](=[O:11])[NH:9][C:7](=[O:8])[CH2:6]2)[CH2:3][CH2:2]1.C(=O)([O-])[O-].[K+].[K+].Cl[CH2:20][CH2:21][N:22]1[CH2:27][CH2:26][N:25]([C:28]2[CH:33]=[CH:32][CH:31]=[CH:30][C:29]=2[F:34])[CH2:24][CH2:23]1. The catalyst is CN(C)C=O. The product is [F:34][C:29]1[CH:30]=[CH:31][CH:32]=[CH:33][C:28]=1[N:25]1[CH2:24][CH2:23][N:22]([CH2:21][CH2:20][N:9]2[C:7](=[O:8])[CH2:6][C:4]3([CH2:5][CH2:1][CH2:2][CH2:3]3)[CH2:12][C:10]2=[O:11])[CH2:27][CH2:26]1. The yield is 0.400. (7) The reactants are Cl[C:2]1[N:7]=[C:6]([N:8]2[CH:12]=[CH:11][C:10]([C:13]([F:16])([F:15])[F:14])=[N:9]2)[N:5]=[C:4]([O:17][CH3:18])[CH:3]=1.C([SH:23]1(CCCC)(CCCC)[CH:27]=[C:26]([CH:28]([CH3:30])[CH3:29])[N:25]=[CH:24]1)CCC.[SnH4].C(=O)([O-])[O-].[K+].[K+]. The catalyst is CN(C=O)C.Cl[Pd](Cl)([P](C1C=CC=CC=1)(C1C=CC=CC=1)C1C=CC=CC=1)[P](C1C=CC=CC=1)(C1C=CC=CC=1)C1C=CC=CC=1. The product is [CH3:18][O:17][C:4]1[CH:3]=[C:2]([C:24]2[S:23][CH:27]=[C:26]([CH:28]([CH3:30])[CH3:29])[N:25]=2)[N:7]=[C:6]([N:8]2[CH:12]=[CH:11][C:10]([C:13]([F:16])([F:15])[F:14])=[N:9]2)[N:5]=1. The yield is 0.760. (8) The reactants are [CH2:1]([O:4][C@@H:5]1[C@@H:9]([CH2:10][O:11][Si](C(C)(C)C)(C)C)[O:8][C@@H:7]([N:19]2[CH:26]=[C:25]([I:27])[C:23]([NH2:24])=[N:22][C:20]2=[O:21])[CH2:6]1)[CH:2]=[CH2:3].CCCC[N+](CCCC)(CCCC)CCCC.[F-]. The catalyst is C1COCC1. The product is [CH2:1]([O:4][C@@H:5]1[C@@H:9]([CH2:10][OH:11])[O:8][C@@H:7]([N:19]2[CH:26]=[C:25]([I:27])[C:23]([NH2:24])=[N:22][C:20]2=[O:21])[CH2:6]1)[CH:2]=[CH2:3]. The yield is 0.690. (9) The reactants are FC(F)(F)C([O-])=O.[C:8]([C:10]1[C:23]([N+:24]([O-:26])=[O:25])=[CH:22][CH:21]=[CH:20][C:11]=1[O:12][CH2:13][C@H:14]1[CH2:19][CH2:18][CH2:17][CH2:16][NH2+:15]1)#[N:9].C(N(CC)CC)C.[C:34](Cl)(=[O:38])[CH2:35][CH2:36][CH3:37]. The catalyst is C(Cl)Cl. The product is [C:34]([N:15]1[CH2:16][CH2:17][CH2:18][CH2:19][C@@H:14]1[CH2:13][O:12][C:11]1[CH:20]=[CH:21][CH:22]=[C:23]([N+:24]([O-:26])=[O:25])[C:10]=1[C:8]#[N:9])(=[O:38])[CH2:35][CH2:36][CH3:37]. The yield is 0.750.